Task: Predict which catalyst facilitates the given reaction.. Dataset: Catalyst prediction with 721,799 reactions and 888 catalyst types from USPTO (1) Reactant: C([O:3][C:4](=[O:19])[CH:5]([C:11]1[C:16]([Cl:17])=[CH:15][C:14]([Cl:18])=[CH:13][N:12]=1)C(OCC)=O)C.[OH-].[Na+]. Product: [Cl:17][C:16]1[C:11]([CH2:5][C:4]([OH:19])=[O:3])=[N:12][CH:13]=[C:14]([Cl:18])[CH:15]=1. The catalyst class is: 5. (2) Reactant: [CH2:1]([O:3][C:4](=[CH2:8])[C:5]([OH:7])=[O:6])[CH3:2].Br[CH2:10][C:11]1[CH:16]=[CH:15][CH:14]=[CH:13][CH:12]=1.C(=O)([O-])[O-].[K+].[K+]. Product: [CH2:1]([O:3][C:4](=[CH2:8])[C:5]([O:7][CH2:10][C:11]1[CH:16]=[CH:15][CH:14]=[CH:13][CH:12]=1)=[O:6])[CH3:2]. The catalyst class is: 3. (3) Reactant: [Cl:1][C:2]1[C:7]([F:8])=[CH:6][CH:5]=[C:4]([Cl:9])[C:3]=1[C@H:10]([O:12][C:13]1[C:18]([NH2:19])=[N:17][CH:16]=[C:15]2[NH:20][CH:21]=[CH:22][C:14]=12)[CH3:11].[C:23]([CH:27]1[CH2:32][CH:31]([CH2:33][CH2:34]OS(C)(=O)=O)[CH2:30][CH2:29][N:28]1[C:40]([NH2:42])=[O:41])([CH3:26])([CH3:25])[CH3:24].C([O-])([O-])=O.[Cs+].[Cs+].C(OCC)(=O)C. Product: [C:23]([CH:27]1[CH2:32][CH:31]([CH2:33][CH2:34][N:20]2[C:15]3=[CH:16][N:17]=[C:18]([NH2:19])[C:13]([O:12][C@@H:10]([C:3]4[C:4]([Cl:9])=[CH:5][CH:6]=[C:7]([F:8])[C:2]=4[Cl:1])[CH3:11])=[C:14]3[CH:22]=[CH:21]2)[CH2:30][CH2:29][N:28]1[C:40]([NH2:42])=[O:41])([CH3:24])([CH3:25])[CH3:26]. The catalyst class is: 3. (4) Reactant: [Cl:1][C:2]1[N:11]=[CH:10][CH:9]=[C:8](I)[C:3]=1[C:4]([O:6][CH3:7])=[O:5].[C:13]([Cu])#[N:14]. Product: [Cl:1][C:2]1[N:11]=[CH:10][CH:9]=[C:8]([C:13]#[N:14])[C:3]=1[C:4]([O:6][CH3:7])=[O:5]. The catalyst class is: 44.